From a dataset of Catalyst prediction with 721,799 reactions and 888 catalyst types from USPTO. Predict which catalyst facilitates the given reaction. (1) Reactant: [CH2:1]([O:3][C:4]([CH:6]1[CH2:11][CH2:10][N:9]([C:12]2[C:21]3[C:16](=[CH:17][N:18]=[CH:19][CH:20]=3)[CH:15]=[C:14]([C:22]3[C:27](Br)=[CH:26][N:25]=[C:24]([NH:29][CH:30]4[CH2:35][CH2:34][CH2:33][CH2:32][CH2:31]4)[CH:23]=3)[N:13]=2)[CH2:8][CH2:7]1)=[O:5])[CH3:2].[CH:36]1(B(O)O)[CH2:38][CH2:37]1.[O-]P([O-])([O-])=O.[K+].[K+].[K+].C1(P(C2CCCCC2)C2CCCCC2)CCCCC1. Product: [CH2:1]([O:3][C:4]([CH:6]1[CH2:11][CH2:10][N:9]([C:12]2[C:21]3[C:16](=[CH:17][N:18]=[CH:19][CH:20]=3)[CH:15]=[C:14]([C:22]3[C:27]([CH:36]4[CH2:38][CH2:37]4)=[CH:26][N:25]=[C:24]([NH:29][CH:30]4[CH2:35][CH2:34][CH2:33][CH2:32][CH2:31]4)[CH:23]=3)[N:13]=2)[CH2:8][CH2:7]1)=[O:5])[CH3:2]. The catalyst class is: 222. (2) Reactant: N12CCCN=C1CCCCC2.[Br:12][CH:13]1[CH:17](Br)[O:16][C:15]([C:23]2[CH:28]=[C:27]([Cl:29])[CH:26]=[C:25]([Cl:30])[CH:24]=2)([C:19]([F:22])([F:21])[F:20])[CH2:14]1. Product: [Br:12][C:13]1[CH2:14][C:15]([C:23]2[CH:28]=[C:27]([Cl:29])[CH:26]=[C:25]([Cl:30])[CH:24]=2)([C:19]([F:22])([F:20])[F:21])[O:16][CH:17]=1. The catalyst class is: 9. (3) Reactant: [H-].[Na+].[Cl:3][C:4]1[CH:9]=[CH:8][CH:7]=[CH:6][C:5]=1[C:10]1[N:11]([CH3:27])[C:12]([C:15]([NH:18][C:19](=[O:26])[C:20]2[CH:25]=[CH:24][CH:23]=[CH:22][CH:21]=2)([CH3:17])[CH3:16])=[N:13][N:14]=1.CI.[C:30](=O)([O-])O.[Na+]. Product: [Cl:3][C:4]1[CH:9]=[CH:8][CH:7]=[CH:6][C:5]=1[C:10]1[N:11]([CH3:27])[C:12]([C:15]([N:18]([CH3:30])[C:19](=[O:26])[C:20]2[CH:21]=[CH:22][CH:23]=[CH:24][CH:25]=2)([CH3:17])[CH3:16])=[N:13][N:14]=1. The catalyst class is: 794.